Task: Predict the reaction yield, written as a fraction of the theoretical maximum amount of product (1.0 means a 100% yield; for example, 0.34 means a 34% yield).. Dataset: Reaction yield outcomes from USPTO patents with 853,638 reactions (1) The reactants are [CH2:1]([O:8][CH2:9][CH2:10][O:11][C:12]1[C:17]2[CH2:18][CH2:19][CH2:20][C:16]=2[N:15]=[C:14]([NH2:21])[N:13]=1)[C:2]1[CH:7]=[CH:6][CH:5]=[CH:4][CH:3]=1.Br[CH2:23][C:24](=O)[C:25]([O-:27])=[O:26].[CH2:29]1COC[CH2:30]1. The catalyst is C(O)C. The product is [CH2:29]([O:27][C:25]([C:24]1[N:21]=[C:14]2[N:15]([C:16]3[CH2:20][CH2:19][CH2:18][C:17]=3[C:12]([O:11][CH2:10][CH2:9][O:8][CH2:1][C:2]3[CH:7]=[CH:6][CH:5]=[CH:4][CH:3]=3)=[N:13]2)[CH:23]=1)=[O:26])[CH3:30]. The yield is 0.670. (2) The reactants are CO[CH:3](OC)[CH2:4][CH:5](OC)OC.Cl.[Cl:13][C:14]1[CH:19]=[CH:18][C:17]([NH:20][NH2:21])=[CH:16][CH:15]=1.C(=O)(O)[O-].[Na+]. The catalyst is C(O)C. The product is [Cl:13][C:14]1[CH:19]=[CH:18][C:17]([N:20]2[CH:5]=[CH:4][CH:3]=[N:21]2)=[CH:16][CH:15]=1. The yield is 0.970. (3) The yield is 0.660. The product is [CH3:8][C:3]1[CH:4]=[CH:5][C:6]([O:7][C:14]2[CH:13]=[C:12]([N+:9]([O-:11])=[O:10])[CH:17]=[CH:16][CH:15]=2)=[CH:1][CH:2]=1. The reactants are [CH:1]1[C:6]([OH:7])=[CH:5][CH:4]=[C:3]([CH3:8])[CH:2]=1.[N+:9]([C:12]1[CH:17]=[CH:16][CH:15]=[C:14]([N+]([O-])=O)[CH:13]=1)([O-:11])=[O:10].C(=O)([O-])[O-].[Cs+].[Cs+]. The catalyst is CS(C)=O. (4) The reactants are [O:1]=[C:2]1[C:11]2[C:10]([C:12]([F:15])([F:14])[F:13])=[CH:9][CH:8]=[CH:7][C:6]=2[C@H:5]2[CH2:16][N:17]([C:19]([O:21][C:22]([CH3:25])([CH3:24])[CH3:23])=[O:20])[CH2:18][C@H:4]2[NH:3]1.P([O-])([O-])([O-])=O.[K+].[K+].[K+].I[C:35]1[CH:40]=[CH:39][CH:38]=[CH:37][CH:36]=1.CNCCNC. The catalyst is C1(C)C=CC=CC=1.[Cu]I. The product is [O:1]=[C:2]1[C:11]2[C:10]([C:12]([F:14])([F:15])[F:13])=[CH:9][CH:8]=[CH:7][C:6]=2[C@H:5]2[CH2:16][N:17]([C:19]([O:21][C:22]([CH3:25])([CH3:24])[CH3:23])=[O:20])[CH2:18][C@H:4]2[N:3]1[C:35]1[CH:40]=[CH:39][CH:38]=[CH:37][CH:36]=1. The yield is 0.800.